This data is from Full USPTO retrosynthesis dataset with 1.9M reactions from patents (1976-2016). The task is: Predict the reactants needed to synthesize the given product. (1) The reactants are: C(OC(N1C(C(=O)N[C@H](C(OC)=O)CC2C=CC(C3C=CC(C#N)=CC=3)=CC=2)CC2C=C3C([O:13][C@@H:14]([C:46]4[CH:51]=[CH:50][C:49](O)=[CH:48][CH:47]=4)C(=O)N3)=CC=2C1)=O)(C)(C)C.Cl.C[O:55][C:56](=[O:111])[C@@H:57]([NH:73][C:74]([CH:76]1[CH2:89][C:88]2[CH:87]=[C:86]3[C:81]([O:82][C@@H:83]([C:91]4[CH:96]=[CH:95][C:94]([O:97][CH2:98][C:99]5[CH:104]=[CH:103][C:102]([O:105][CH3:106])=[C:101]([C:107]([F:110])([F:109])[F:108])[CH:100]=5)=[CH:93][CH:92]=4)[C:84](=[O:90])[NH:85]3)=[CH:80][C:79]=2[CH2:78][NH:77]1)=[O:75])[CH2:58][C:59]1[CH:64]=[CH:63][C:62]([C:65]2[CH:70]=[CH:69][C:68]([C:71]#[N:72])=[CH:67][CH:66]=2)=[CH:61][CH:60]=1. Given the product [C:14]([N:77]1[CH:76]([C:74]([NH:73][C@@H:57]([CH2:58][C:59]2[CH:60]=[CH:61][C:62]([C:65]3[CH:70]=[CH:69][C:68]([C:71]#[N:72])=[CH:67][CH:66]=3)=[CH:63][CH:64]=2)[C:56]([OH:55])=[O:111])=[O:75])[CH2:89][C:88]2[CH:87]=[C:86]3[C:81]([O:82][C@@H:83]([C:91]4[CH:92]=[CH:93][C:94]([O:97][CH2:98][C:99]5[CH:104]=[CH:103][C:102]([O:105][CH3:106])=[C:101]([C:107]([F:110])([F:108])[F:109])[CH:100]=5)=[CH:95][CH:96]=4)[C:84](=[O:90])[NH:85]3)=[CH:80][C:79]=2[CH2:78]1)(=[O:13])[C:46]1[CH:51]=[CH:50][CH:49]=[CH:48][CH:47]=1, predict the reactants needed to synthesize it. (2) Given the product [Br:38][CH2:1][C:2]1[C:11]2[C:6](=[CH:7][CH:8]=[CH:9][CH:10]=2)[C:5]([C:12]([NH:14][C:15]2[C:16]([C:21]([NH:23][CH2:24][CH:25]3[CH2:26][CH2:27][O:28][CH2:29][CH2:30]3)=[O:22])=[N:17][CH:18]=[CH:19][CH:20]=2)=[O:13])=[CH:4][CH:3]=1, predict the reactants needed to synthesize it. The reactants are: [CH3:1][C:2]1[C:11]2[C:6](=[CH:7][CH:8]=[CH:9][CH:10]=2)[C:5]([C:12]([NH:14][C:15]2[C:16]([C:21]([NH:23][CH2:24][CH:25]3[CH2:30][CH2:29][O:28][CH2:27][CH2:26]3)=[O:22])=[N:17][CH:18]=[CH:19][CH:20]=2)=[O:13])=[CH:4][CH:3]=1.C1C(=O)N([Br:38])C(=O)C1.N(C1(C#N)CCCCC1)=NC1(C#N)CCCCC1. (3) Given the product [OH:13][C:11]1[CH:10]=[CH:9][C:5]2[C:6](=[O:8])[O:7][C:2]([CH3:1])([CH3:23])[O:3][C:4]=2[CH:12]=1, predict the reactants needed to synthesize it. The reactants are: [CH3:1][C:2]1([CH3:23])[O:7][C:6](=[O:8])[C:5]2[CH:9]=[CH:10][C:11]([O:13]C3C=CC(C=O)=CC=3F)=[CH:12][C:4]=2[O:3]1.C1(CCN)CC1.C(O[BH-](OC(=O)C)OC(=O)C)(=O)C.[Na+].[OH-].[K+]. (4) Given the product [C:1]1([S:7]([CH2:10][C:11]2[C:16]([C:17]([OH:19])=[O:18])=[C:15]([O:24][CH2:25][C:26]#[N:27])[C:14]([C:28]3[CH:32]=[CH:31][O:30][CH:29]=3)=[CH:13][CH:12]=2)(=[O:8])=[O:9])[CH:6]=[CH:5][CH:4]=[CH:3][CH:2]=1, predict the reactants needed to synthesize it. The reactants are: [C:1]1([S:7]([CH2:10][C:11]2[C:16]([C:17]([O:19]C(C)(C)C)=[O:18])=[C:15]([O:24][CH2:25][C:26]#[N:27])[C:14]([C:28]3[CH:32]=[CH:31][O:30][CH:29]=3)=[CH:13][CH:12]=2)(=[O:9])=[O:8])[CH:6]=[CH:5][CH:4]=[CH:3][CH:2]=1.FC(F)(F)C(O)=O.